Dataset: Reaction yield outcomes from USPTO patents with 853,638 reactions. Task: Predict the reaction yield, written as a fraction of the theoretical maximum amount of product (1.0 means a 100% yield; for example, 0.34 means a 34% yield). The reactants are Br[C:2]1[CH:20]=[CH:19][C:5]([C:6]([NH:8][C:9]2[CH:14]=[C:13]([C:15]([F:18])([F:17])[F:16])[CH:12]=[CH:11][N:10]=2)=[O:7])=[CH:4][C:3]=1[C:21]([F:24])([F:23])[CH3:22].CC([O-])=O.[K+].[CH3:30][C:31]1([CH3:47])[C:35]([CH3:37])([CH3:36])[O:34][B:33](C2C=CC(C(N)=O)=CC=2)[O:32]1. The catalyst is O1CCOCC1. The product is [F:23][C:21]([C:3]1[CH:4]=[C:5]([CH:19]=[CH:20][C:2]=1[B:33]1[O:34][C:35]([CH3:37])([CH3:36])[C:31]([CH3:47])([CH3:30])[O:32]1)[C:6]([NH:8][C:9]1[CH:14]=[C:13]([C:15]([F:18])([F:17])[F:16])[CH:12]=[CH:11][N:10]=1)=[O:7])([F:24])[CH3:22]. The yield is 0.750.